Dataset: Reaction yield outcomes from USPTO patents with 853,638 reactions. Task: Predict the reaction yield, written as a fraction of the theoretical maximum amount of product (1.0 means a 100% yield; for example, 0.34 means a 34% yield). (1) The reactants are [C@]12(CS(O)(=O)=O)C(C)(C)C(CC1)CC2=O.[NH2:16][C:17]1[CH:45]=[CH:44][C:20]([O:21][C:22]2[CH:27]=[CH:26][N:25]=[C:24]([NH:28][C:29](=[O:43])[N:30]([CH:32]3[CH2:37][CH2:36][N:35]([CH2:38][CH2:39][N:40]([CH3:42])[CH3:41])[CH2:34][CH2:33]3)[CH3:31])[CH:23]=2)=[CH:19][CH:18]=1.[F:46][C:47]1[CH:52]=[CH:51][C:50]([CH2:53][C:54]([N:56]=[C:57]=[S:58])=[O:55])=[CH:49][CH:48]=1. The catalyst is C(O)C. The product is [CH3:42][N:40]([CH3:41])[CH2:39][CH2:38][N:35]1[CH2:36][CH2:37][CH:32]([N:30]([CH3:31])[C:29]([NH:28][C:24]2[CH:23]=[C:22]([O:21][C:20]3[CH:19]=[CH:18][C:17]([NH:16][C:57]([NH:56][C:54](=[O:55])[CH2:53][C:50]4[CH:51]=[CH:52][C:47]([F:46])=[CH:48][CH:49]=4)=[S:58])=[CH:45][CH:44]=3)[CH:27]=[CH:26][N:25]=2)=[O:43])[CH2:33][CH2:34]1. The yield is 0.148. (2) The reactants are [H-].[Na+].[CH2:3]([C:7]1[CH:8]=[C:9]([NH:24][C:25]([C:27]2[C:28]([CH3:34])=[N:29][N:30]([CH3:33])[C:31]=2[CH3:32])=[O:26])[CH:10]=[CH:11][C:12]=1[C:13]([O:22][CH3:23])([C:18]([F:21])([F:20])[F:19])[C:14]([F:17])([F:16])[F:15])[CH:4]([CH3:6])[CH3:5].[C:35](Cl)(=[O:41])[O:36][CH2:37][CH:38]([CH3:40])[CH3:39].Cl. The catalyst is O1CCCC1. The product is [CH2:37]([O:36][C:35]([N:24]([C:9]1[CH:10]=[CH:11][C:12]([C:13]([O:22][CH3:23])([C:14]([F:17])([F:15])[F:16])[C:18]([F:20])([F:21])[F:19])=[C:7]([CH2:3][CH:4]([CH3:6])[CH3:5])[CH:8]=1)[C:25]([C:27]1[C:28]([CH3:34])=[N:29][N:30]([CH3:33])[C:31]=1[CH3:32])=[O:26])=[O:41])[CH:38]([CH3:40])[CH3:39]. The yield is 0.910. (3) The reactants are Br[C:2]1[N:3]=[C:4]([NH:10][C:11]2[CH:12]=[N:13][N:14]([CH2:16][CH2:17][OH:18])[CH:15]=2)[C:5](=[O:9])[N:6]([CH3:8])[CH:7]=1.[C:19]([O:22][CH2:23][C:24]1[C:29](B2OC(C)(C)C(C)(C)O2)=[CH:28][CH:27]=[CH:26][C:25]=1[N:39]1[CH2:51][CH2:50][N:42]2[C:43]3[CH2:44][CH2:45][CH2:46][CH2:47][C:48]=3[CH:49]=[C:41]2[C:40]1=[O:52])(=[O:21])[CH3:20].CC(O[Na])=O.[O-]P([O-])([O-])=O.[K+].[K+].[K+]. The catalyst is CC#N.C1C=CC(P(C2C=CC=CC=2)[C-]2C=CC=C2)=CC=1.C1C=CC(P(C2C=CC=CC=2)[C-]2C=CC=C2)=CC=1.Cl[Pd]Cl.[Fe+2].O. The product is [C:19]([O:22][CH2:23][C:24]1[C:25]([N:39]2[CH2:51][CH2:50][N:42]3[C:43]4[CH2:44][CH2:45][CH2:46][CH2:47][C:48]=4[CH:49]=[C:41]3[C:40]2=[O:52])=[CH:26][CH:27]=[CH:28][C:29]=1[C:2]1[N:3]=[C:4]([NH:10][C:11]2[CH:12]=[N:13][N:14]([CH2:16][CH2:17][OH:18])[CH:15]=2)[C:5](=[O:9])[N:6]([CH3:8])[CH:7]=1)(=[O:21])[CH3:20]. The yield is 0.440. (4) The reactants are [Cl:1][C:2]1[C:3]([F:12])=[CH:4][C:5]([F:11])=[C:6]([CH:10]=1)[C:7]([OH:9])=[O:8].[CH3:13][C:14]1[CH:19]=[CH:18][C:17](O)=[CH:16][CH:15]=1.C(N(CC)CC)C. The catalyst is S(Cl)(Cl)=O.C(Cl)Cl. The product is [Cl:1][C:2]1[C:3]([F:12])=[CH:4][C:5]([F:11])=[C:6]([CH:10]=1)[C:7]([O:9][C:17]1[CH:18]=[CH:19][C:14]([CH3:13])=[CH:15][CH:16]=1)=[O:8]. The yield is 0.690. (5) The reactants are [CH3:1][N:2]1[CH2:8][CH2:7][CH:6](O)[C:5]2[CH:10]=[CH:11][C:12]([C:14]3[N:15]=[N:16][CH:17]=[CH:18][CH:19]=3)=[CH:13][C:4]=2[CH2:3]1.FC1C=CC(O)=CC=1. The catalyst is C1COCC1.ClCCl. The product is [CH3:1][N:2]1[CH2:8][CH2:7][CH2:6][C:5]2[CH:10]=[CH:11][C:12]([C:14]3[N:15]=[N:16][CH:17]=[CH:18][CH:19]=3)=[CH:13][C:4]=2[CH2:3]1. The yield is 0.510. (6) The reactants are [Si:1]([O:8][CH2:9][CH:10]([C:12]1[CH:13]=[C:14](B(O)O)[C:15]([F:18])=[N:16][CH:17]=1)[CH3:11])([C:4]([CH3:7])([CH3:6])[CH3:5])([CH3:3])[CH3:2].Cl[C:23]1[N:28]=[C:27]([CH3:29])[N:26]=[C:25]([NH2:30])[N:24]=1.C([O-])(=O)C.[K+]. The catalyst is O1CCOCC1.O.CC(P(C(C)(C)C)C1C=CC(N(C)C)=CC=1)(C)C.CC(P(C(C)(C)C)C1C=CC(N(C)C)=CC=1)(C)C.Cl[Pd]Cl. The product is [Si:1]([O:8][CH2:9][CH:10]([C:12]1[CH:13]=[C:14]([C:23]2[N:28]=[C:27]([CH3:29])[N:26]=[C:25]([NH2:30])[N:24]=2)[C:15]([F:18])=[N:16][CH:17]=1)[CH3:11])([C:4]([CH3:7])([CH3:6])[CH3:5])([CH3:3])[CH3:2]. The yield is 0.515. (7) The reactants are C([N:8]1[CH:21]=[C:20]([C:22]2[CH:27]=[CH:26][CH:25]=[C:24]([S:28]([CH2:31][CH3:32])(=[O:30])=[O:29])[CH:23]=2)[C:11]2[C:12]3[CH:18]=[C:17]([CH3:19])[CH:16]=[N:15][C:13]=3[NH:14][C:10]=2[C:9]1=[O:33])C1C=CC=CC=1. The catalyst is C(OC(=O)C)(=O)C. The product is [CH2:31]([S:28]([C:24]1[CH:23]=[C:22]([C:20]2[C:11]3[C:12]4[CH:18]=[C:17]([CH3:19])[CH:16]=[N:15][C:13]=4[NH:14][C:10]=3[C:9](=[O:33])[NH:8][CH:21]=2)[CH:27]=[CH:26][CH:25]=1)(=[O:29])=[O:30])[CH3:32]. The yield is 0.240. (8) The reactants are [NH2:1][C@@H:2]([CH2:18][C:19]1[CH:24]=[CH:23][CH:22]=[CH:21][CH:20]=1)[C@@H:3]([C@H:5]1[CH2:9][C@@H:8]([OH:10])[CH2:7][N:6]1[C:11]([O:13][C:14]([CH3:17])([CH3:16])[CH3:15])=[O:12])[OH:4].[CH3:25][C:26]1[N:27]=[C:28]([C@H:31]2[CH2:35][CH2:34][CH2:33][N:32]2[C:36]([C:38]2[CH:39]=[C:40]([CH:44]=[C:45]([C:47]3[O:48][CH:49]=[CH:50][N:51]=3)[CH:46]=2)[C:41](O)=[O:42])=[O:37])[S:29][CH:30]=1.CCN=C=NCCCN(C)C.C1C=CC2N(O)N=NC=2C=1. The catalyst is C(Cl)Cl.O.C(N(CC)CC)C. The product is [OH:10][C@H:8]1[CH2:7][N:6]([C:11]([O:13][C:14]([CH3:16])([CH3:17])[CH3:15])=[O:12])[C@@H:5]([C@@H:3]([OH:4])[C@@H:2]([NH:1][C:41](=[O:42])[C:40]2[CH:44]=[C:45]([C:47]3[O:48][CH:49]=[CH:50][N:51]=3)[CH:46]=[C:38]([C:36]([N:32]3[CH2:33][CH2:34][CH2:35][C@@H:31]3[C:28]3[S:29][CH:30]=[C:26]([CH3:25])[N:27]=3)=[O:37])[CH:39]=2)[CH2:18][C:19]2[CH:20]=[CH:21][CH:22]=[CH:23][CH:24]=2)[CH2:9]1. The yield is 0.660.